Dataset: Full USPTO retrosynthesis dataset with 1.9M reactions from patents (1976-2016). Task: Predict the reactants needed to synthesize the given product. (1) Given the product [CH2:9]([NH:16][C:18]1[CH:26]=[CH:25][CH:24]=[CH:23][C:19]=1[C:20]([OH:22])=[O:21])[C:10]1[CH:15]=[CH:14][CH:13]=[CH:12][CH:11]=1, predict the reactants needed to synthesize it. The reactants are: [O-]P([O-])([O-])=O.[K+].[K+].[K+].[CH2:9]([NH2:16])[C:10]1[CH:15]=[CH:14][CH:13]=[CH:12][CH:11]=1.I[C:18]1[CH:26]=[CH:25][CH:24]=[CH:23][C:19]=1[C:20]([OH:22])=[O:21].C(O)CO.Cl. (2) Given the product [CH2:16]([O:1][C:2]1[CH:12]=[C:11]([N+:13]([O-:15])=[O:14])[CH:10]=[CH:9][C:3]=1[C:4]([O:6][CH2:7][CH3:8])=[O:5])[CH2:17][CH2:18][CH3:19], predict the reactants needed to synthesize it. The reactants are: [OH:1][C:2]1[CH:12]=[C:11]([N+:13]([O-:15])=[O:14])[CH:10]=[CH:9][C:3]=1[C:4]([O:6][CH2:7][CH3:8])=[O:5].[CH2:16](Br)[CH2:17][CH2:18][CH3:19].C([O-])([O-])=O.[K+].[K+].O. (3) Given the product [F:38][C:35]([F:36])([F:37])[C:30]([C:27]1[N:28]=[CH:29][C:24]([C:9]2[S:8][C:7]([C:5]([NH:4][CH2:3][C:2]([OH:1])([CH3:21])[CH3:22])=[O:6])=[N:11][C:10]=2[C:12]([N:14]2[CH2:19][CH2:18][CH2:17][CH2:16][C@@H:15]2[CH3:20])=[O:13])=[C:25]([CH3:40])[CH:26]=1)([OH:39])[C:31]([F:34])([F:33])[F:32], predict the reactants needed to synthesize it. The reactants are: [OH:1][C:2]([CH3:22])([CH3:21])[CH2:3][NH:4][C:5]([C:7]1[S:8][CH:9]=[C:10]([C:12]([N:14]2[CH2:19][CH2:18][CH2:17][CH2:16][C@@H:15]2[CH3:20])=[O:13])[N:11]=1)=[O:6].Br[C:24]1[C:25]([CH3:40])=[CH:26][C:27]([C:30]([OH:39])([C:35]([F:38])([F:37])[F:36])[C:31]([F:34])([F:33])[F:32])=[N:28][CH:29]=1. (4) Given the product [CH3:18][O:17][CH:13]([CH2:12][C:9]1[CH:10]=[CH:11][C:6]([O:5][CH2:4][CH2:3][CH2:2][O:21][C:22]2[CH:23]=[C:24]3[C:29](=[CH:30][CH:31]=2)[O:28][C:27]([C:32]2[CH:37]=[CH:36][CH:35]=[CH:34][CH:33]=2)=[CH:26][C:25]3=[O:38])=[C:7]([O:19][CH3:20])[CH:8]=1)[C:14]([OH:16])=[O:15], predict the reactants needed to synthesize it. The reactants are: Br[CH2:2][CH2:3][CH2:4][O:5][C:6]1[CH:11]=[CH:10][C:9]([CH2:12][CH:13]([O:17][CH3:18])[C:14]([OH:16])=[O:15])=[CH:8][C:7]=1[O:19][CH3:20].[OH:21][C:22]1[CH:23]=[C:24]2[C:29](=[CH:30][CH:31]=1)[O:28][C:27]([C:32]1[CH:37]=[CH:36][CH:35]=[CH:34][CH:33]=1)=[CH:26][C:25]2=[O:38]. (5) Given the product [N:1]1([CH2:6][C:7]2[CH:27]=[CH:26][C:10]([C:11]([N:13]([C@@H:14]3[CH2:18][CH2:17][N:16]([C:19]([O:21][C:22]([CH3:23])([CH3:24])[CH3:25])=[O:20])[CH2:15]3)[CH3:28])=[O:12])=[CH:9][CH:8]=2)[CH:5]=[CH:4][CH:3]=[N:2]1, predict the reactants needed to synthesize it. The reactants are: [N:1]1([CH2:6][C:7]2[CH:27]=[CH:26][C:10]([C:11]([NH:13][C@@H:14]3[CH2:18][CH2:17][N:16]([C:19]([O:21][C:22]([CH3:25])([CH3:24])[CH3:23])=[O:20])[CH2:15]3)=[O:12])=[CH:9][CH:8]=2)[CH:5]=[CH:4][CH:3]=[N:2]1.[CH3:28]O.